From a dataset of KCNQ2 potassium channel screen with 302,405 compounds. Binary Classification. Given a drug SMILES string, predict its activity (active/inactive) in a high-throughput screening assay against a specified biological target. The compound is Clc1cc(OC(C(=O)Nc2scc(n2)c2ncccc2)C)ccc1. The result is 0 (inactive).